This data is from Full USPTO retrosynthesis dataset with 1.9M reactions from patents (1976-2016). The task is: Predict the reactants needed to synthesize the given product. (1) Given the product [CH3:1][C:2]1[CH:3]=[C:4]([CH2:19][CH:20]([NH:33][C:34]([N:63]2[CH2:64][CH2:65][CH:66]([N:69]3[CH2:78][C:77]4[C:72](=[CH:73][CH:74]=[CH:75][CH:76]=4)[NH:71][C:70]3=[O:79])[CH2:67][CH2:68]2)=[O:35])[C:21]2[N:22]([CH2:26][C:27]3[CH:32]=[CH:31][CH:30]=[CH:29][N:28]=3)[CH:23]=[CH:24][N:25]=2)[CH:5]=[C:6]2[C:10]=1[NH:9][N:8]=[CH:7]2, predict the reactants needed to synthesize it. The reactants are: [CH3:1][C:2]1[C:10]2[C:6](=[CH:7][N:8](COCC[Si](C)(C)C)[N:9]=2)[CH:5]=[C:4]([CH2:19][CH:20]([NH:33][C:34](=O)[O:35]C(C)(C)C)[C:21]2[N:22]([CH2:26][C:27]3[CH:32]=[CH:31][CH:30]=[CH:29][N:28]=3)[CH:23]=[CH:24][N:25]=2)[CH:3]=1.Cl.C(C1NC=CN=1)(C1NC=CN=1)=O.C(N(C(C)C)CC)(C)C.[NH:63]1[CH2:68][CH2:67][CH:66]([N:69]2[CH2:78][C:77]3[C:72](=[CH:73][CH:74]=[CH:75][CH:76]=3)[NH:71][C:70]2=[O:79])[CH2:65][CH2:64]1. (2) Given the product [Cl:1][C:2]1[CH:3]=[CH:4][C:5]2[N+:10]([O-:11])=[N:9][C:8](=[O:12])[N:7]([CH2:13][CH2:14][N:39]3[CH2:38][CH2:37][CH:36]([N:28]([CH2:27][C:24]4[N:23]=[CH:22][C:21]5[O:20][CH2:19][CH2:18][O:17][C:26]=5[CH:25]=4)[C:29](=[O:35])[O:30][C:31]([CH3:33])([CH3:34])[CH3:32])[CH2:41][CH2:40]3)[C:6]=2[CH:16]=1, predict the reactants needed to synthesize it. The reactants are: [Cl:1][C:2]1[CH:3]=[CH:4][C:5]2[N+:10]([O-:11])=[N:9][C:8](=[O:12])[N:7]([CH2:13][CH:14]=O)[C:6]=2[CH:16]=1.[O:17]1[C:26]2[CH:25]=[C:24]([CH2:27][N:28]([CH:36]3[CH2:41][CH2:40][NH:39][CH2:38][CH2:37]3)[C:29](=[O:35])[O:30][C:31]([CH3:34])([CH3:33])[CH3:32])[N:23]=[CH:22][C:21]=2[O:20][CH2:19][CH2:18]1.[BH-](OC(C)=O)(OC(C)=O)OC(C)=O.[Na+].C([O-])(O)=O.[Na+]. (3) The reactants are: [F:1][C:2]1[C:7]([F:8])=[CH:6][CH:5]=[CH:4][C:3]=1[C:9]1([OH:14])[CH2:13][CH2:12][NH:11][CH2:10]1.C(=O)([O-])[O-].[K+].[K+].[F:21][C:22]([F:27])([F:26])[CH2:23][CH2:24]I. Given the product [F:1][C:2]1[C:7]([F:8])=[CH:6][CH:5]=[CH:4][C:3]=1[C:9]1([OH:14])[CH2:13][CH2:12][N:11]([CH2:24][CH2:23][C:22]([F:27])([F:26])[F:21])[CH2:10]1, predict the reactants needed to synthesize it. (4) Given the product [CH3:7][S:8]([C:9]1[N:10]([C:20]2[CH:21]=[CH:22][C:23]([O:26][CH2:27][C:28]([F:29])([F:31])[F:30])=[CH:24][CH:25]=2)[C:11](=[O:19])[C:12]2[CH2:17][C:16](=[O:18])[NH:15][C:13]=2[N:14]=1)=[O:1], predict the reactants needed to synthesize it. The reactants are: [OH:1]OS([O-])=O.[K+].[CH3:7][S:8][C:9]1[N:10]([C:20]2[CH:25]=[CH:24][C:23]([O:26][CH2:27][C:28]([F:31])([F:30])[F:29])=[CH:22][CH:21]=2)[C:11](=[O:19])[C:12]2[CH2:17][C:16](=[O:18])[NH:15][C:13]=2[N:14]=1.CO. (5) Given the product [Cl:1][C:2]1[CH:3]=[C:4]([N:22]([CH2:33][CH3:34])[CH:23]2[CH2:24][CH2:25][C:26](=[O:27])[CH2:31][CH2:32]2)[C:5]([CH3:21])=[C:6]([CH:20]=1)[C:7]([NH:9][CH2:10][C:11]1[C:12](=[O:19])[NH:13][C:14]([CH3:18])=[CH:15][C:16]=1[CH3:17])=[O:8], predict the reactants needed to synthesize it. The reactants are: [Cl:1][C:2]1[CH:3]=[C:4]([N:22]([CH2:33][CH3:34])[CH:23]2[CH2:32][CH2:31][C:26]3(OCC[O:27]3)[CH2:25][CH2:24]2)[C:5]([CH3:21])=[C:6]([CH:20]=1)[C:7]([NH:9][CH2:10][C:11]1[C:12](=[O:19])[NH:13][C:14]([CH3:18])=[CH:15][C:16]=1[CH3:17])=[O:8].O.CC1C=CC(S(O)(=O)=O)=CC=1. (6) Given the product [CH2:18]([O:25][C:4]1[CH:5]=[N:6][C:7]2[C:12]([C:13]=1[C:14]#[N:15])=[N:11][C:10]([O:16][CH3:17])=[CH:9][CH:8]=2)[C:19]1[CH:24]=[CH:23][CH:22]=[CH:21][CH:20]=1, predict the reactants needed to synthesize it. The reactants are: [H-].[Na+].Cl[C:4]1[CH:5]=[N:6][C:7]2[C:12]([C:13]=1[C:14]#[N:15])=[N:11][C:10]([O:16][CH3:17])=[CH:9][CH:8]=2.[CH2:18]([OH:25])[C:19]1[CH:24]=[CH:23][CH:22]=[CH:21][CH:20]=1.C(OCC)(=O)C. (7) Given the product [CH3:1][O:2][CH:3]([O:13][CH3:14])[C:4]1[CH:9]=[CH:8][C:7]([C:30]2([OH:33])[CH2:31][CH2:32][N:27]([CH2:20][C:21]3[CH:26]=[CH:25][CH:24]=[CH:23][CH:22]=3)[CH2:28][CH2:29]2)=[CH:6][C:5]=1[O:11][CH3:12], predict the reactants needed to synthesize it. The reactants are: [CH3:1][O:2][CH:3]([O:13][CH3:14])[C:4]1[CH:9]=[CH:8][C:7](Br)=[CH:6][C:5]=1[O:11][CH3:12].C([Li])CCC.[CH2:20]([N:27]1[CH2:32][CH2:31][C:30](=[O:33])[CH2:29][CH2:28]1)[C:21]1[CH:26]=[CH:25][CH:24]=[CH:23][CH:22]=1.O. (8) The reactants are: C([O:8][C:9]1[CH:14]=[CH:13][C:12]([C:15]2[S:16][C:17]([C:21]([O:23][CH2:24][CH3:25])=[O:22])=[C:18]([CH3:20])[N:19]=2)=[CH:11][C:10]=1[C:26]#[N:27])C1C=CC=CC=1. Given the product [C:26]([C:10]1[CH:11]=[C:12]([C:15]2[S:16][C:17]([C:21]([O:23][CH2:24][CH3:25])=[O:22])=[C:18]([CH3:20])[N:19]=2)[CH:13]=[CH:14][C:9]=1[OH:8])#[N:27], predict the reactants needed to synthesize it.